From a dataset of Forward reaction prediction with 1.9M reactions from USPTO patents (1976-2016). Predict the product of the given reaction. (1) Given the reactants [CH2:1]([O:3][CH2:4][CH2:5][N:6]1[CH:10]=[CH:9][CH:8]=[C:7]1[C:11]([C:17]1[CH:22]=[CH:21][C:20]([N:23]([CH3:33])[S:24]([C:27]2[CH:32]=[CH:31][CH:30]=[CH:29][CH:28]=2)(=[O:26])=[O:25])=[CH:19][CH:18]=1)(O)[C:12]([F:15])([F:14])[F:13])[CH3:2].C([SiH](CC)CC)C.B(F)(F)F.CCOCC, predict the reaction product. The product is: [CH2:1]([O:3][CH2:4][CH2:5][N:6]1[CH:10]=[CH:9][CH:8]=[C:7]1[CH:11]([C:17]1[CH:22]=[CH:21][C:20]([N:23]([CH3:33])[S:24]([C:27]2[CH:28]=[CH:29][CH:30]=[CH:31][CH:32]=2)(=[O:25])=[O:26])=[CH:19][CH:18]=1)[C:12]([F:13])([F:14])[F:15])[CH3:2]. (2) Given the reactants Br[C:2]1[CH:3]=[CH:4][C:5]2[NH:6][C:7]3[C:12]([C:13]=2[CH:14]=1)=[CH:11][CH:10]=[CH:9][CH:8]=3.C1([N:21]2[C:33]3[CH:32]=[CH:31][C:30](B4OC(C)(C)C(C)(C)O4)=[CH:29][C:28]=3[C:27]3[C:22]2=[CH:23][CH:24]=[CH:25][CH:26]=3)C=CC=CC=1.[O-]P([O-])([O-])=O.[K+].[K+].[K+], predict the reaction product. The product is: [CH:4]1[C:5]2[NH:6][C:7]3[C:12](=[CH:11][CH:10]=[CH:9][CH:8]=3)[C:13]=2[CH:14]=[C:2]([C:25]2[CH:24]=[CH:23][C:22]3[NH:21][C:33]4[C:28]([C:27]=3[CH:26]=2)=[CH:29][CH:30]=[CH:31][CH:32]=4)[CH:3]=1. (3) Given the reactants [Li+].C[Si]([N-][Si](C)(C)C)(C)C.[CH3:11][N:12]1[CH2:17][CH2:16][N:15]([C:18]2[CH:32]=[CH:31][C:21]3[NH:22][C:23]([CH2:25][C:26]([O:28]CC)=O)=[N:24][C:20]=3[CH:19]=2)[CH2:14][CH2:13]1.[NH2:33][C:34]1[CH:35]=[N:36][CH:37]=[CH:38][C:39]=1[C:40]#[N:41], predict the reaction product. The product is: [NH2:41][C:40]1[C:39]2[C:34](=[CH:35][N:36]=[CH:37][CH:38]=2)[NH:33][C:26](=[O:28])[C:25]=1[C:23]1[NH:22][C:21]2[CH:31]=[CH:32][C:18]([N:15]3[CH2:14][CH2:13][N:12]([CH3:11])[CH2:17][CH2:16]3)=[CH:19][C:20]=2[N:24]=1. (4) Given the reactants [CH2:1]([OH:19])[CH2:2][CH2:3][CH2:4][CH2:5][CH2:6][CH2:7][CH2:8][CH2:9][CH2:10][CH2:11][CH2:12][CH2:13][CH2:14][CH2:15][CH2:16][CH2:17][CH3:18].[C:20]12[C:26](=[CH:27][CH:28]=[CH:29][CH:30]=1)[NH:25]C(=O)O[C:21]2=[O:22].N12CCN(CC1)CC2.CO, predict the reaction product. The product is: [C:21]([O:19][CH2:1][CH2:2][CH2:3][CH2:4][CH2:5][CH2:6][CH2:7][CH2:8][CH2:9][CH2:10][CH2:11][CH2:12][CH2:13][CH2:14][CH2:15][CH2:16][CH2:17][CH3:18])(=[O:22])[C:20]1[C:26](=[CH:27][CH:28]=[CH:29][CH:30]=1)[NH2:25]. (5) Given the reactants [NH2:1][C:2]1[C:3]([C:22]#[C:23][CH2:24][CH2:25][CH2:26][CH2:27][C:28]([OH:30])=[O:29])=[N:4][C:5]([C:15]2[CH:20]=[CH:19][C:18]([CH3:21])=[CH:17][CH:16]=2)=[C:6]([C:8]2[CH:13]=[CH:12][C:11]([CH3:14])=[CH:10][CH:9]=2)[N:7]=1.CC(C)([O-])C.[K+].O, predict the reaction product. The product is: [C:18]1([CH3:21])[CH:19]=[CH:20][C:15]([C:5]2[N:4]=[C:3]3[CH:22]=[C:23]([CH2:24][CH2:25][CH2:26][CH2:27][C:28]([OH:30])=[O:29])[NH:1][C:2]3=[N:7][C:6]=2[C:8]2[CH:13]=[CH:12][C:11]([CH3:14])=[CH:10][CH:9]=2)=[CH:16][CH:17]=1. (6) Given the reactants [F:1][C:2]1[CH:7]=[CH:6][C:5]([N:8]2[C:12]3([CH2:17][CH2:16][NH:15][CH2:14][CH2:13]3)[C:11](=[O:18])[N:10]([CH2:19][C:20]3[CH:21]=[C:22]([CH:30]=[CH:31][CH:32]=3)[C:23]([O:25][C:26]([CH3:29])([CH3:28])[CH3:27])=[O:24])[CH2:9]2)=[CH:4][CH:3]=1.Cl[CH2:34][CH2:35][CH2:36][C:37]([C:39]1[CH:44]=[CH:43][CH:42]=[CH:41][CH:40]=1)=[O:38].[I-].[Na+].C(=O)([O-])[O-].[K+].[K+], predict the reaction product. The product is: [F:1][C:2]1[CH:3]=[CH:4][C:5]([N:8]2[C:12]3([CH2:13][CH2:14][N:15]([CH2:34][CH2:35][CH2:36][C:37](=[O:38])[C:39]4[CH:44]=[CH:43][CH:42]=[CH:41][CH:40]=4)[CH2:16][CH2:17]3)[C:11](=[O:18])[N:10]([CH2:19][C:20]3[CH:21]=[C:22]([CH:30]=[CH:31][CH:32]=3)[C:23]([O:25][C:26]([CH3:27])([CH3:28])[CH3:29])=[O:24])[CH2:9]2)=[CH:6][CH:7]=1. (7) Given the reactants Br[C:2]1[N:3]=[CH:4][NH:5][CH:6]=1.[F:7][C:8]1[CH:9]=[C:10](B(O)O)[CH:11]=[CH:12][CH:13]=1.CC1(C)C(C)(C)OB([C:25]2[CH:26]=[CH:27][C:28]3[CH2:35][C@H:34]4[C@:36]5([CH2:40][N:39]([CH2:41][C:42]([F:45])([F:44])[F:43])[S:38](=[O:47])(=[O:46])[NH:37]5)[C@H:31]([CH2:32][CH2:33]4)[CH2:30][C:29]=3[CH:48]=2)O1, predict the reaction product. The product is: [F:7][C:8]1[CH:9]=[C:10]([N:5]2[CH:6]=[C:2]([C:25]3[CH:26]=[CH:27][C:28]4[CH2:35][C@H:34]5[C@:36]6([CH2:40][N:39]([CH2:41][C:42]([F:45])([F:44])[F:43])[S:38](=[O:46])(=[O:47])[NH:37]6)[C@H:31]([CH2:32][CH2:33]5)[CH2:30][C:29]=4[CH:48]=3)[N:3]=[CH:4]2)[CH:11]=[CH:12][CH:13]=1. (8) Given the reactants [Cl:1][C:2]1[CH:27]=[C:26]([CH3:28])[CH:25]=[CH:24][C:3]=1[CH2:4][C:5]1[CH:13]=[C:12]2[C:8]([C:9]([CH2:14][N:15]([CH3:23])[C:16](=[O:22])[O:17][C:18]([CH3:21])([CH3:20])[CH3:19])=[CH:10][NH:11]2)=[CH:7][CH:6]=1.[H-].[Na+].[F:31][C:32]1[CH:33]=[C:34]([S:38](Cl)(=[O:40])=[O:39])[CH:35]=[CH:36][CH:37]=1.O, predict the reaction product. The product is: [Cl:1][C:2]1[CH:27]=[C:26]([CH3:28])[CH:25]=[CH:24][C:3]=1[CH2:4][C:5]1[CH:13]=[C:12]2[C:8]([C:9]([CH2:14][N:15]([CH3:23])[C:16](=[O:22])[O:17][C:18]([CH3:21])([CH3:20])[CH3:19])=[CH:10][N:11]2[S:38]([C:34]2[CH:35]=[CH:36][CH:37]=[C:32]([F:31])[CH:33]=2)(=[O:40])=[O:39])=[CH:7][CH:6]=1. (9) Given the reactants [Br:1][C:2]1[C:3](=[O:11])[N:4]([CH2:9][CH3:10])[C:5](Cl)=[N:6][CH:7]=1.[NH2:12][C:13]1[CH:18]=[CH:17][CH:16]=[CH:15][CH:14]=1, predict the reaction product. The product is: [Br:1][C:2]1[C:3](=[O:11])[N:4]([CH2:9][CH3:10])[C:5]([NH:12][C:13]2[CH:18]=[CH:17][CH:16]=[CH:15][CH:14]=2)=[N:6][CH:7]=1. (10) Given the reactants [Br:1][C:2]1[CH:3]=[C:4]([CH:9]=[CH:10][CH:11]=1)[O:5][CH2:6][CH2:7]O.CN1CCOCC1.CS(Cl)(=O)=O.[CH2:24]([NH2:27])[CH2:25][NH2:26], predict the reaction product. The product is: [Br:1][C:2]1[CH:3]=[C:4]([CH:9]=[CH:10][CH:11]=1)[O:5][CH2:6][CH2:7][NH:26][CH2:25][CH2:24][NH2:27].